From a dataset of Peptide-MHC class I binding affinity with 185,985 pairs from IEDB/IMGT. Regression. Given a peptide amino acid sequence and an MHC pseudo amino acid sequence, predict their binding affinity value. This is MHC class I binding data. The binding affinity (normalized) is 0.277. The MHC is HLA-B57:01 with pseudo-sequence HLA-B57:01. The peptide sequence is RVEESRARL.